This data is from Reaction yield outcomes from USPTO patents with 853,638 reactions. The task is: Predict the reaction yield, written as a fraction of the theoretical maximum amount of product (1.0 means a 100% yield; for example, 0.34 means a 34% yield). The reactants are [CH3:1][C:2]1([CH3:8])[NH:6][C:5](=[O:7])[CH2:4][CH2:3]1.[CH:9]([N-]C(C)C)(C)C.[Li+].[C:17](=O)([O:26]CC1C=CC=CC=1)[O:18][CH2:19][C:20]1[CH:25]=[CH:24][CH:23]=[CH:22][CH:21]=1. The catalyst is C1COCC1. The product is [CH2:19]([O:18][C:17]([CH:4]1[CH2:3][C:2]([CH3:8])([CH3:1])[N:6]([CH3:9])[C:5]1=[O:7])=[O:26])[C:20]1[CH:25]=[CH:24][CH:23]=[CH:22][CH:21]=1. The yield is 0.410.